This data is from Full USPTO retrosynthesis dataset with 1.9M reactions from patents (1976-2016). The task is: Predict the reactants needed to synthesize the given product. Given the product [C:1]([N:4]1[C:12]2[C:7](=[CH:8][CH:9]=[C:10]([C:13]([O:15][CH3:16])=[O:14])[CH:11]=2)[C:6](=[CH:18][O:19][CH2:20][CH3:21])[C:5]1=[O:17])(=[O:3])[CH3:2], predict the reactants needed to synthesize it. The reactants are: [C:1]([N:4]1[C:12]2[C:7](=[CH:8][CH:9]=[C:10]([C:13]([O:15][CH3:16])=[O:14])[CH:11]=2)[CH2:6][C:5]1=[O:17])(=[O:3])[CH3:2].[CH:18](OCC)(OCC)[O:19][CH2:20][CH3:21].